This data is from Catalyst prediction with 721,799 reactions and 888 catalyst types from USPTO. The task is: Predict which catalyst facilitates the given reaction. (1) Reactant: [C:1]1(=[O:8])[O:7][C:5](=O)[CH2:4][O:3][CH2:2]1.[CH2:9]([CH2:11][NH2:12])[OH:10]. Product: [OH:10][CH2:9][CH2:11][N:12]1[C:1](=[O:8])[CH2:2][O:3][CH2:4][C:5]1=[O:7]. The catalyst class is: 17. (2) Reactant: [CH3:1][C@H:2]1[C@@H:7]2[CH2:8][CH2:9][C@:10]3([CH3:35])[C@@:15]4([CH3:33])[CH2:16][C@H:17]([O:29][C:30]([CH3:32])=[O:31])/[C:18](=[C:19](/[CH2:23][CH2:24][CH:25]=[C:26]([CH3:28])[CH3:27])\[C:20]([OH:22])=[O:21])/[C@@H:14]4[CH2:13][C@@H:12]([OH:34])[C@H:11]3[C@@:6]2([CH3:36])[CH2:5][CH2:4][C@H:3]1[OH:37].[CH3:1][C@H:2]1[C@@H:7]2[CH2:8][CH2:9][C@:10]3([CH3:35])[C@@:15]4([CH3:33])[CH2:16][C@H:17]([O:29][C:30]([CH3:32])=[O:31])/[C:18](=[C:19](/[CH2:23][CH2:24][CH:25]=[C:26]([CH3:27])[CH3:28])\[C:20]([OH:22])=[O:21])/[C@@H:14]4[CH2:13][C@@H:12]([OH:34])[C@H:11]3[C@@:6]2([CH3:36])[CH2:5][CH2:4][C@H:3]1[OH:37].O. Product: [CH3:1][C@@H:2]1[C@H:3]([OH:37])[CH2:4][CH2:5][C@@:6]2([CH3:36])[C@H:7]1[CH2:8][CH2:9][C@:10]1([CH3:35])[C@@:15]3([CH3:33])[CH2:16][C@H:17]([O:29][C:30]([CH3:32])=[O:31])/[C:18](=[C:19](\[C:20]([OH:22])=[O:21])/[CH2:23][CH2:24][CH:25]=[C:26]([CH3:27])[CH3:28])/[C@@H:14]3[CH2:13][C@@H:12]([OH:34])[C@H:11]12. The catalyst class is: 24. (3) Reactant: [OH:1][C@H:2]1[CH2:6][N:5]([C:7]([O:9][C:10]([CH3:13])([CH3:12])[CH3:11])=[O:8])[C@H:4]([CH3:14])[CH2:3]1.[S:15](Cl)([C:18]1[CH:24]=[CH:23][C:21]([CH3:22])=[CH:20][CH:19]=1)(=[O:17])=[O:16].Cl. Product: [CH3:14][C@@H:4]1[CH2:3][C@@H:2]([O:1][S:15]([C:18]2[CH:24]=[CH:23][C:21]([CH3:22])=[CH:20][CH:19]=2)(=[O:17])=[O:16])[CH2:6][N:5]1[C:7]([O:9][C:10]([CH3:13])([CH3:12])[CH3:11])=[O:8]. The catalyst class is: 17. (4) Reactant: [CH2:1]([O:3][C:4](=[O:12])[C:5]1[CH:10]=[CH:9][C:8]([NH2:11])=[CH:7][CH:6]=1)[CH3:2].[Br:13][C:14]1[CH:15]=[C:16]([CH:19]=[C:20]([O:22][CH3:23])[CH:21]=1)[CH:17]=O. Product: [CH2:1]([O:3][C:4](=[O:12])[C:5]1[CH:10]=[CH:9][C:8]([N:11]=[CH:17][C:16]2[CH:19]=[C:20]([O:22][CH3:23])[CH:21]=[C:14]([Br:13])[CH:15]=2)=[CH:7][CH:6]=1)[CH3:2]. The catalyst class is: 8. (5) Reactant: Cl.[CH2:2]([O:4][C:5]1[CH:23]=[C:22]([F:24])[C:8]([CH2:9][N:10]2[C:18]3[C:13](=[CH:14][CH:15]=[CH:16][CH:17]=3)[C:12]([C:19](=[NH:21])[NH2:20])=[N:11]2)=[C:7]([F:25])[CH:6]=1)[CH3:3].[Si]([O:33][CH:34]([C:37]#[N:38])[C:35]#[N:36])(C(C)(C)C)(C)C.CC([O-])(C)C.[K+]. Product: [NH2:36][C:35]1[C:34]([OH:33])=[C:37]([NH2:38])[N:20]=[C:19]([C:12]2[C:13]3[C:18](=[CH:17][CH:16]=[CH:15][CH:14]=3)[N:10]([CH2:9][C:8]3[C:7]([F:25])=[CH:6][C:5]([O:4][CH2:2][CH3:3])=[CH:23][C:22]=3[F:24])[N:11]=2)[N:21]=1. The catalyst class is: 664.